This data is from Peptide-MHC class I binding affinity with 185,985 pairs from IEDB/IMGT. The task is: Regression. Given a peptide amino acid sequence and an MHC pseudo amino acid sequence, predict their binding affinity value. This is MHC class I binding data. (1) The peptide sequence is LFLLFLEITY. The MHC is HLA-A68:01 with pseudo-sequence HLA-A68:01. The binding affinity (normalized) is 0.481. (2) The peptide sequence is LYNSTFFSTF. The MHC is Patr-B1301 with pseudo-sequence Patr-B1301. The binding affinity (normalized) is 0.398. (3) The peptide sequence is LTGNNTITT. The MHC is HLA-A02:02 with pseudo-sequence HLA-A02:02. The binding affinity (normalized) is 0.200.